From a dataset of Catalyst prediction with 721,799 reactions and 888 catalyst types from USPTO. Predict which catalyst facilitates the given reaction. (1) Reactant: [F:1][C:2]1[CH:7]=[CH:6][C:5]([SH:8])=[CH:4][CH:3]=1.C(=O)([O-])[O-].[K+].[K+].[CH2:15]([O:17][CH:18]([O:21][CH2:22][CH3:23])[CH2:19]Br)[CH3:16]. Product: [CH2:15]([O:17][CH:18]([O:21][CH2:22][CH3:23])[CH2:19][S:8][C:5]1[CH:6]=[CH:7][C:2]([F:1])=[CH:3][CH:4]=1)[CH3:16]. The catalyst class is: 21. (2) Reactant: [CH2:1]([S:8][C:9]1[N:13]=[CH:12][NH:11][N:10]=1)[C:2]1[CH:7]=[CH:6][CH:5]=[CH:4][CH:3]=1.[CH3:14][N:15]([CH3:19])[C:16](Cl)=[O:17].C(=O)([O-])[O-].[K+].[K+].O. Product: [CH2:1]([S:8][C:9]1[N:13]=[CH:12][N:11]([C:16](=[O:17])[N:15]([CH3:19])[CH3:14])[N:10]=1)[C:2]1[CH:3]=[CH:4][CH:5]=[CH:6][CH:7]=1. The catalyst class is: 9. (3) Reactant: N1C=CC=CC=1.P(Cl)(Cl)(Cl)(Cl)[Cl:8].[C:13]([CH:15]1[CH2:20][CH:19]2[CH2:21][CH2:22][CH:16]1[CH:17]=[CH:18]2)#[N:14]. Product: [Cl:8][C:15]1([C:13]#[N:14])[CH2:20][CH:19]2[CH2:21][CH2:22][CH:16]1[CH:17]=[CH:18]2. The catalyst class is: 22. (4) Reactant: [O-]P([O-])([O-])=O.[K+].[K+].[K+].[C@@H]1(N)CCCC[C@H]1N.I[C:18]1[CH:19]=[C:20]([CH3:25])[CH:21]=[C:22]([CH3:24])[CH:23]=1.[NH:26]1[CH2:30][CH2:29][CH2:28][C:27]1=[O:31].CCCCCCCCCCCC. Product: [CH3:24][C:22]1[CH:23]=[C:18]([N:26]2[CH2:30][CH2:29][CH2:28][C:27]2=[O:31])[CH:19]=[C:20]([CH3:25])[CH:21]=1. The catalyst class is: 321. (5) Reactant: [CH3:1][C:2]1[CH:3]=[CH:4][CH:5]=[C:6]([NH2:11])[C:7]=1[C:8](O)=[O:9].C(O)(=O)C.[CH:16](N)=[NH:17]. Product: [CH3:1][C:2]1[CH:3]=[CH:4][CH:5]=[C:6]2[C:7]=1[C:8](=[O:9])[NH:17][CH:16]=[N:11]2. The catalyst class is: 486.